Dataset: Forward reaction prediction with 1.9M reactions from USPTO patents (1976-2016). Task: Predict the product of the given reaction. (1) Given the reactants [CH3:1][N:2]1[C:19](=[O:20])[N:5]2[C:6]3[CH:15]=[C:14]([N+:16]([O-])=O)[CH:13]=[CH:12][C:7]=3[O:8][C:9]([CH3:11])([CH3:10])[C:4]2=[N:3]1, predict the reaction product. The product is: [NH2:16][C:14]1[CH:13]=[CH:12][C:7]2[O:8][C:9]([CH3:11])([CH3:10])[C:4]3[N:5]([C:19](=[O:20])[N:2]([CH3:1])[N:3]=3)[C:6]=2[CH:15]=1. (2) Given the reactants Cl.[Cl:2][C:3]1[CH:10]=[C:9]([C:11]2[NH:15][N:14]=[CH:13][CH:12]=2)[CH:8]=[CH:7][C:4]=1[C:5]#[N:6].C.[OH-].[Na+], predict the reaction product. The product is: [Cl:2][C:3]1[CH:10]=[C:9]([C:11]2[CH:12]=[CH:13][NH:14][N:15]=2)[CH:8]=[CH:7][C:4]=1[C:5]#[N:6].